From a dataset of TCR-epitope binding with 47,182 pairs between 192 epitopes and 23,139 TCRs. Binary Classification. Given a T-cell receptor sequence (or CDR3 region) and an epitope sequence, predict whether binding occurs between them. (1) The epitope is GTSGSPIVNR. The TCR CDR3 sequence is CASSPSTGQGIHSPLHF. Result: 0 (the TCR does not bind to the epitope). (2) The epitope is QVPLRPMTYK. The TCR CDR3 sequence is CASSSWTRTTEAFF. Result: 0 (the TCR does not bind to the epitope). (3) The epitope is FPPTSFGPL. The TCR CDR3 sequence is CASSFGGGGNIQYF. Result: 1 (the TCR binds to the epitope). (4) The epitope is PROT_97E67BCC. The TCR CDR3 sequence is CASSQGGTAGPGELFF. Result: 0 (the TCR does not bind to the epitope).